Dataset: Catalyst prediction with 721,799 reactions and 888 catalyst types from USPTO. Task: Predict which catalyst facilitates the given reaction. (1) Reactant: [NH2:1][C:2]1[N:3]=[C:4]2[C:9](=[N:10][CH:11]=1)[N:8]([CH2:12][CH3:13])[C:7](=[O:14])[N:6]([CH2:15][CH3:16])[C:5]2=[O:17].[CH3:18][CH:19]1[CH2:25][C:24](=[O:26])[O:23][C:21](=[O:22])[CH2:20]1. Product: [CH2:12]([N:8]1[C:9]2[C:4](=[N:3][C:2]([NH:1][C:24]([CH2:25][CH:19]([CH3:18])[CH2:20][C:21]([OH:23])=[O:22])=[O:26])=[CH:11][N:10]=2)[C:5](=[O:17])[N:6]([CH2:15][CH3:16])[C:7]1=[O:14])[CH3:13]. The catalyst class is: 11. (2) Reactant: C([N:8]1[CH2:13][CH2:12][N:11]([C@H:14]2[CH:19]3[CH2:20][CH2:21][N:16]([CH2:17][CH2:18]3)[CH2:15]2)[CH2:10][CH2:9]1)C1C=CC=CC=1. Product: [N:11]1([C@H:14]2[CH:19]3[CH2:18][CH2:17][N:16]([CH2:21][CH2:20]3)[CH2:15]2)[CH2:10][CH2:9][NH:8][CH2:13][CH2:12]1. The catalyst class is: 105. (3) Reactant: C(OC([N:8]1[CH2:17][CH2:16][C:15]2[C:10](=[CH:11][C:12]([O:18][CH2:19][CH:20]3[CH2:25][CH2:24][N:23]([C:26]4[CH:31]=[CH:30][N:29]=[CH:28][C:27]=4[C:32]([O:34][CH3:35])=[O:33])[CH2:22][CH2:21]3)=[CH:13][CH:14]=2)[CH2:9]1)=O)(C)(C)C.FC(F)(F)C(O)=O. Product: [CH3:35][O:34][C:32]([C:27]1[CH:28]=[N:29][CH:30]=[CH:31][C:26]=1[N:23]1[CH2:22][CH2:21][CH:20]([CH2:19][O:18][C:12]2[CH:11]=[C:10]3[C:15]([CH2:16][CH2:17][NH:8][CH2:9]3)=[CH:14][CH:13]=2)[CH2:25][CH2:24]1)=[O:33]. The catalyst class is: 22. (4) Reactant: [S:1]1(=[O:9])(=[O:8])[CH2:7][CH2:6][NH:5][CH2:4][CH2:3][NH:2]1.[C:10]([O:14][C:15](O[C:15]([O:14][C:10]([CH3:13])([CH3:12])[CH3:11])=[O:16])=[O:16])([CH3:13])([CH3:12])[CH3:11]. Product: [S:1]1(=[O:9])(=[O:8])[CH2:7][CH2:6][N:5]([C:15]([O:14][C:10]([CH3:13])([CH3:12])[CH3:11])=[O:16])[CH2:4][CH2:3][NH:2]1. The catalyst class is: 17. (5) Reactant: [CH3:1][O:2][CH2:3][CH2:4][C@@H:5]1[NH:10][CH2:9][CH2:8][N:7]([C:11]2[C:20]3[N:19]=[C:18]([CH:21]4[CH2:25][CH2:24][CH2:23][CH2:22]4)[S:17][C:16]=3[NH:15][C:14]3[CH:26]=[CH:27][CH:28]=[CH:29][C:13]=3[N:12]=2)[CH2:6]1.C=O.[C:32](O[BH-](OC(=O)C)OC(=O)C)(=O)C.[Na+].[Cl:46]C(Cl)C. Product: [ClH:46].[ClH:46].[CH3:1][O:2][CH2:3][CH2:4][C@@H:5]1[N:10]([CH3:32])[CH2:9][CH2:8][N:7]([C:11]2[C:20]3[N:19]=[C:18]([CH:21]4[CH2:25][CH2:24][CH2:23][CH2:22]4)[S:17][C:16]=3[NH:15][C:14]3[CH:26]=[CH:27][CH:28]=[CH:29][C:13]=3[N:12]=2)[CH2:6]1. The catalyst class is: 389. (6) Reactant: [C:1]([O:5][C:6](=[O:18])[CH:7]([CH:13]1[CH2:17][CH2:16][CH2:15][CH2:14]1)[CH2:8][S:9](Cl)(=[O:11])=[O:10])([CH3:4])([CH3:3])[CH3:2].[Br:19][C:20]1[CH:32]=[C:31]([F:33])[CH:30]=[CH:29][C:21]=1[O:22][CH:23]1[CH2:28][CH2:27][NH:26][CH2:25][CH2:24]1.C(N(CC)CC)C. Product: [Br:19][C:20]1[CH:32]=[C:31]([F:33])[CH:30]=[CH:29][C:21]=1[O:22][CH:23]1[CH2:24][CH2:25][N:26]([S:9]([CH2:8][CH:7]([CH:13]2[CH2:17][CH2:16][CH2:15][CH2:14]2)[C:6]([O:5][C:1]([CH3:4])([CH3:3])[CH3:2])=[O:18])(=[O:11])=[O:10])[CH2:27][CH2:28]1. The catalyst class is: 2.